Predict the product of the given reaction. From a dataset of Forward reaction prediction with 1.9M reactions from USPTO patents (1976-2016). (1) Given the reactants [NH2:1][C:2]1[CH:7]=[C:6]([CH3:8])[CH:5]=[CH:4][C:3]=1[S:9][C:10]1[CH:15]=[CH:14][C:13]([NH:16][C:17](=[O:19])[CH3:18])=[CH:12][CH:11]=1.C([C:22]1[C:23]([N:31]=[CH:32][N:33]([CH3:35])C)=[N:24][C:25]([CH2:28][CH2:29][CH3:30])=[CH:26][CH:27]=1)#N, predict the reaction product. The product is: [CH3:8][C:6]1[CH:5]=[CH:4][C:3]([S:9][C:10]2[CH:15]=[CH:14][C:13]([NH:16][C:17](=[O:19])[CH3:18])=[CH:12][CH:11]=2)=[C:2]([NH:1][C:35]2[C:22]3[CH:27]=[CH:26][C:25]([CH2:28][CH2:29][CH3:30])=[N:24][C:23]=3[N:31]=[CH:32][N:33]=2)[CH:7]=1. (2) Given the reactants [F:1][C:2]1[CH:7]=[CH:6][C:5]([CH3:8])=[CH:4][C:3]=1[C:9]1[CH:10]=[N:11][C:12]([N:15]2[C:23]3[C:18](=[CH:19][CH:20]=[C:21]([C:24]([N:26]([CH3:32])[CH2:27][C:28]([NH:30][CH3:31])=[O:29])=[O:25])[CH:22]=3)[C:17]([S:33][CH3:34])=[CH:16]2)=[N:13][CH:14]=1.ClC1C=C(C=CC=1)C(OO)=[O:40], predict the reaction product. The product is: [F:1][C:2]1[CH:7]=[CH:6][C:5]([CH3:8])=[CH:4][C:3]=1[C:9]1[CH:10]=[N:11][C:12]([N:15]2[C:23]3[C:18](=[CH:19][CH:20]=[C:21]([C:24]([N:26]([CH3:32])[CH2:27][C:28]([NH:30][CH3:31])=[O:29])=[O:25])[CH:22]=3)[C:17]([S:33]([CH3:34])=[O:40])=[CH:16]2)=[N:13][CH:14]=1.